Task: Predict which catalyst facilitates the given reaction.. Dataset: Catalyst prediction with 721,799 reactions and 888 catalyst types from USPTO (1) Reactant: [N+:1]([C:4]1[NH:5][CH:6]=[CH:7][N:8]=1)([O-:3])=[O:2].[CH2:9]([CH:11]1[O:13][CH2:12]1)[Cl:10].C(=O)([O-])[O-].[K+].[K+]. Product: [OH:13][CH:11]([CH2:9][Cl:10])[CH2:12][N:5]1[CH:6]=[CH:7][N:8]=[C:4]1[N+:1]([O-:3])=[O:2]. The catalyst class is: 21. (2) Reactant: Br[C:2]1[CH:3]=[C:4]([F:10])[C:5]([F:9])=[C:6]([F:8])[CH:7]=1.[OH:11][C:12]1[CH:13]=[C:14](B(O)O)[CH:15]=[CH:16][CH:17]=1.C([O-])([O-])=O.[Na+].[Na+]. Product: [F:8][C:6]1[CH:7]=[C:2]([C:16]2[CH:15]=[CH:14][CH:13]=[C:12]([OH:11])[CH:17]=2)[CH:3]=[C:4]([F:10])[C:5]=1[F:9]. The catalyst class is: 73.